This data is from Peptide-MHC class I binding affinity with 185,985 pairs from IEDB/IMGT. The task is: Regression. Given a peptide amino acid sequence and an MHC pseudo amino acid sequence, predict their binding affinity value. This is MHC class I binding data. The peptide sequence is EEMNLPGRW. The MHC is HLA-B51:01 with pseudo-sequence HLA-B51:01. The binding affinity (normalized) is 0.182.